From a dataset of Catalyst prediction with 721,799 reactions and 888 catalyst types from USPTO. Predict which catalyst facilitates the given reaction. (1) Reactant: Cl[C:2]1[CH:3]=[C:4]([CH:9]=[C:10]([O:12][CH3:13])[N:11]=1)[C:5]([O:7][CH3:8])=[O:6].[CH3:14][N:15](C=O)C. The catalyst class is: 507. Product: [C:14]([C:2]1[CH:3]=[C:4]([CH:9]=[C:10]([O:12][CH3:13])[N:11]=1)[C:5]([O:7][CH3:8])=[O:6])#[N:15]. (2) The catalyst class is: 4. Reactant: C(N(CC)CC)C.[Cl:8][C:9]1[CH:14]=[CH:13][C:12]([N:15]=[C:16]=[S:17])=[CH:11][CH:10]=1.Cl.[C:19]([C:21]1([C:27]2[CH:32]=[CH:31][CH:30]=[CH:29][CH:28]=2)[CH2:26][CH2:25][NH:24][CH2:23][CH2:22]1)#[N:20]. Product: [Cl:8][C:9]1[CH:14]=[CH:13][C:12]([NH:15][C:16]([N:24]2[CH2:25][CH2:26][C:21]([C:19]#[N:20])([C:27]3[CH:28]=[CH:29][CH:30]=[CH:31][CH:32]=3)[CH2:22][CH2:23]2)=[S:17])=[CH:11][CH:10]=1. (3) Reactant: C(OC([N:8]1[CH:13]2[CH2:14][CH2:15][CH:9]1[CH2:10][C:11]([O:23][CH3:24])([C:16]1[C:21]([CH3:22])=[CH:20][CH:19]=[CH:18][N:17]=1)[CH2:12]2)=O)(C)(C)C.C(Cl)[Cl:26]. Product: [ClH:26].[CH3:24][O:23][C:11]1([C:16]2[C:21]([CH3:22])=[CH:20][CH:19]=[CH:18][N:17]=2)[CH2:12][CH:13]2[NH:8][CH:9]([CH2:15][CH2:14]2)[CH2:10]1. The catalyst class is: 89. (4) Reactant: [OH:1][CH2:2][C@H:3]1[CH2:8][NH:7][CH2:6][CH2:5][N:4]1[C:9]([O:11][C:12]([CH3:15])([CH3:14])[CH3:13])=[O:10].C(N(CC)CC)C.[Br:23][C:24]1[CH:25]=[C:26]2[C:31](=[CH:32][CH:33]=1)[C:30](=[O:34])[NH:29][CH:28]=[C:27]2[S:35](Cl)(=[O:37])=[O:36]. Product: [Br:23][C:24]1[CH:25]=[C:26]2[C:31](=[CH:32][CH:33]=1)[C:30](=[O:34])[NH:29][CH:28]=[C:27]2[S:35]([N:7]1[CH2:6][CH2:5][N:4]([C:9]([O:11][C:12]([CH3:15])([CH3:14])[CH3:13])=[O:10])[C@@H:3]([CH2:2][OH:1])[CH2:8]1)(=[O:37])=[O:36]. The catalyst class is: 1.